Task: Regression/Classification. Given a drug SMILES string, predict its absorption, distribution, metabolism, or excretion properties. Task type varies by dataset: regression for continuous measurements (e.g., permeability, clearance, half-life) or binary classification for categorical outcomes (e.g., BBB penetration, CYP inhibition). Dataset: cyp1a2_veith.. Dataset: CYP1A2 inhibition data for predicting drug metabolism from PubChem BioAssay (1) The compound is Oc1cc2c(cc1O)[C@H]1c3ccccc3CN[C@H]1CC2. The result is 1 (inhibitor). (2) The drug is O=C(Nc1ccc(-c2nc3ccccc3o2)cc1)c1ccc(N2CCOCC2)c([N+](=O)[O-])c1. The result is 0 (non-inhibitor). (3) The molecule is Cc1cc(OCCNCCO)cc(C)c1Cl. The result is 1 (inhibitor). (4) The compound is CNCCCCCCCCSc1nc(C(C)C)ccc1C(=O)c1cccs1.O=C(O)CC(=O)O. The result is 1 (inhibitor).